Dataset: Reaction yield outcomes from USPTO patents with 853,638 reactions. Task: Predict the reaction yield, written as a fraction of the theoretical maximum amount of product (1.0 means a 100% yield; for example, 0.34 means a 34% yield). The reactants are C[O:2][C:3]([C:5]1[C:10]([NH2:11])=[N:9][CH:8]=[C:7]([Br:12])[N:6]=1)=[O:4].[OH-].[Li+].Cl. The catalyst is C1COCC1.O. The product is [NH2:11][C:10]1[C:5]([C:3]([OH:4])=[O:2])=[N:6][C:7]([Br:12])=[CH:8][N:9]=1. The yield is 1.00.